Dataset: Forward reaction prediction with 1.9M reactions from USPTO patents (1976-2016). Task: Predict the product of the given reaction. Given the reactants [Cl:1][C:2]1[CH:3]=[C:4]([C:15]2[O:19][N:18]=[C:17]([C:20]3[S:24][C:23]([CH2:25]O)=[CH:22][C:21]=3[CH2:27][CH3:28])[N:16]=2)[CH:5]=[CH:6][C:7]=1[O:8][C:9]1[CH:14]=[CH:13][CH:12]=[CH:11][CH:10]=1.C(Br)(Br)(Br)Br.C1(P(C2C=CC=CC=2)C2C=CC=CC=2)C=CC=CC=1.Cl.[NH:54]1[CH2:57][CH:56]([C:58]([O:60][CH3:61])=[O:59])[CH2:55]1.C(N(CC)C(C)C)(C)C, predict the reaction product. The product is: [Cl:1][C:2]1[CH:3]=[C:4]([C:15]2[O:19][N:18]=[C:17]([C:20]3[S:24][C:23]([CH2:25][N:54]4[CH2:57][CH:56]([C:58]([O:60][CH3:61])=[O:59])[CH2:55]4)=[CH:22][C:21]=3[CH2:27][CH3:28])[N:16]=2)[CH:5]=[CH:6][C:7]=1[O:8][C:9]1[CH:10]=[CH:11][CH:12]=[CH:13][CH:14]=1.